From a dataset of Full USPTO retrosynthesis dataset with 1.9M reactions from patents (1976-2016). Predict the reactants needed to synthesize the given product. (1) Given the product [N:16]1[C:17]2[NH:2][C:3]3[CH:4]=[C:5]([C:6]([O:8][CH3:9])=[O:7])[CH:10]=[CH:11][C:12]=3[S:13][C:18]=2[CH:19]=[CH:20][CH:15]=1, predict the reactants needed to synthesize it. The reactants are: Cl.[NH2:2][C:3]1[CH:4]=[C:5]([CH:10]=[CH:11][C:12]=1[SH:13])[C:6]([O:8][CH3:9])=[O:7].Cl[C:15]1[CH:20]=[CH:19][CH:18]=[CH:17][N:16]=1.II.S(=O)(=O)(O)O.C(=O)(O)[O-].[Na+]. (2) Given the product [NH:8]1[C:7]2[CH:11]=[CH:12][C:4]([NH:1][C:2]([NH:21][CH:19]([C:13]3[CH:18]=[CH:17][CH:16]=[CH:15][CH:14]=3)[CH3:20])=[S:3])=[CH:5][C:6]=2[N:10]=[CH:9]1, predict the reactants needed to synthesize it. The reactants are: [N:1]([C:4]1[CH:12]=[CH:11][C:7]2[NH:8][CH:9]=[N:10][C:6]=2[CH:5]=1)=[C:2]=[S:3].[C:13]1([CH:19]([NH2:21])[CH3:20])[CH:18]=[CH:17][CH:16]=[CH:15][CH:14]=1. (3) Given the product [C:1]1([S:7]([C:10]2[CH:11]=[CH:12][C:13]([CH2:14][NH:15][CH2:16][C@@H:17]([C:19]3[CH:20]=[CH:21][CH:22]=[CH:23][CH:24]=3)[OH:18])=[CH:25][CH:26]=2)(=[O:9])=[O:8])[CH:6]=[CH:5][CH:4]=[CH:3][CH:2]=1, predict the reactants needed to synthesize it. The reactants are: [C:1]1([S:7]([C:10]2[CH:26]=[CH:25][C:13]([CH2:14][NH:15][CH2:16][C@H:17]([C:19]3[CH:24]=[CH:23][CH:22]=[CH:21][CH:20]=3)[OH:18])=[CH:12][CH:11]=2)(=[O:9])=[O:8])[CH:6]=[CH:5][CH:4]=[CH:3][CH:2]=1. (4) Given the product [F:1][C:2]([F:12])([F:11])[C:3]1[CH:8]=[CH:7][CH:6]=[C:5]2[C:4]=1[NH:9][CH:15]=[C:16]2[CH2:17][CH2:18][NH2:19], predict the reactants needed to synthesize it. The reactants are: [F:1][C:2]([F:12])([F:11])[C:3]1[CH:8]=[CH:7][CH:6]=[CH:5][C:4]=1[NH:9]N.CO[CH:15](OC)[CH2:16][CH2:17][CH2:18][NH2:19].[OH-].[NH4+]. (5) Given the product [F:1][C:2]1[CH:3]=[C:4]([C:5]([N:27]2[CH2:28][CH2:29][CH2:30][C@H:25]([C:23]3[O:22][N:21]=[C:20]([C:17]4[NH:18][CH:19]=[C:15]([CH3:14])[N:16]=4)[N:24]=3)[CH2:26]2)=[O:6])[CH:8]=[CH:9][C:10]=1[F:11], predict the reactants needed to synthesize it. The reactants are: [F:1][C:2]1[CH:3]=[C:4]([CH:8]=[CH:9][C:10]=1[F:11])[C:5](Cl)=[O:6].Cl.Cl.[CH3:14][C:15]1[N:16]=[C:17]([C:20]2[N:24]=[C:23]([C@H:25]3[CH2:30][CH2:29][CH2:28][NH:27][CH2:26]3)[O:22][N:21]=2)[NH:18][CH:19]=1.C(N(CC)CC)C. (6) Given the product [CH2:1]([N:8]1[CH2:16][C:15]2[C:14]([N:17]3[CH2:22][CH2:21][O:20][CH2:19][CH2:18]3)=[N:13][C:12]([C:23]3[CH:24]=[CH:25][C:26]([NH2:29])=[CH:27][CH:28]=3)=[N:11][C:10]=2[C:9]1=[O:32])[C:2]1[CH:7]=[CH:6][CH:5]=[CH:4][CH:3]=1, predict the reactants needed to synthesize it. The reactants are: [CH2:1]([N:8]1[CH2:16][C:15]2[C:14]([N:17]3[CH2:22][CH2:21][O:20][CH2:19][CH2:18]3)=[N:13][C:12]([C:23]3[CH:28]=[CH:27][C:26]([N+:29]([O-])=O)=[CH:25][CH:24]=3)=[N:11][C:10]=2[C:9]1=[O:32])[C:2]1[CH:7]=[CH:6][CH:5]=[CH:4][CH:3]=1.C(O)C. (7) Given the product [CH3:1][O:2][C:3](=[O:21])/[CH:4]=[CH:5]/[C:6]1[CH:11]=[C:10]([O:12][CH2:13][CH2:14][O:15][CH3:16])[C:9]([Cl:17])=[CH:8][C:7]=1[NH2:18], predict the reactants needed to synthesize it. The reactants are: [CH3:1][O:2][C:3](=[O:21])/[CH:4]=[CH:5]/[C:6]1[CH:11]=[C:10]([O:12][CH2:13][CH2:14][O:15][CH3:16])[C:9]([Cl:17])=[CH:8][C:7]=1[N+:18]([O-])=O.Cl[Sn]Cl.C([O-])([O-])=O.[Na+].[Na+].